From a dataset of Forward reaction prediction with 1.9M reactions from USPTO patents (1976-2016). Predict the product of the given reaction. (1) Given the reactants [Br:1][C:2]1[CH:3]=[CH:4][C:5]([O:10][C:11]2[CH:16]=[CH:15][C:14]([CH2:17][CH2:18][CH2:19][O:20][Si:21]([C:24]([CH3:27])([CH3:26])[CH3:25])([CH3:23])[CH3:22])=[CH:13][CH:12]=2)=[C:6]([CH:9]=1)C=O.[CH3:28][Si:29]([CH3:36])([CH3:35])N[Si:29]([CH3:36])([CH3:35])[CH3:28].C([Li])CCC.C[Si](Cl)(C)C.[CH2:47]([N:49]([CH2:52]C)CC)[CH3:48].C(Cl)(=[O:56])C, predict the reaction product. The product is: [Br:1][C:2]1[CH:3]=[CH:4][C:5]([O:10][C:11]2[CH:12]=[CH:13][C:14]([CH2:17][CH2:18][CH2:19][O:20][Si:21]([C:24]([CH3:26])([CH3:27])[CH3:25])([CH3:23])[CH3:22])=[CH:15][CH:16]=2)=[C:6]([CH:52]=[N:49][C:47]([O:56][Si:29]([CH3:36])([CH3:35])[CH3:28])=[CH2:48])[CH:9]=1. (2) Given the reactants C(O[C:6](=[O:15])[NH:7][C@H:8]1[CH2:13][CH2:12][C@@H:11]([NH2:14])[CH2:10][CH2:9]1)(C)(C)C.CCN(C(C)C)C(C)C.[O:25]([C:32]1[N:40]=[CH:39][CH:38]=[CH:37][C:33]=1C(Cl)=O)[C:26]1[CH:31]=[CH:30][CH:29]=[CH:28][CH:27]=1, predict the reaction product. The product is: [NH2:14][C@@H:11]1[CH2:10][CH2:9][C@H:8]([NH:7][C:6](=[O:15])[C:33]2[CH:37]=[CH:38][CH:39]=[N:40][C:32]=2[O:25][C:26]2[CH:27]=[CH:28][CH:29]=[CH:30][CH:31]=2)[CH2:13][CH2:12]1. (3) Given the reactants [OH-].[K+].C[CH:4]([N:8]1[C:14]2[CH:15]=[CH:16][C:17]([Cl:19])=[CH:18][C:13]=2[CH:12]([CH2:20][C:21]([O:23][C:24]([CH3:27])([CH3:26])[CH3:25])=[O:22])[CH2:11][CH2:10][C:9]1=[O:28])[C:5]([OH:7])=[O:6], predict the reaction product. The product is: [C:24]([O:23][C:21](=[O:22])[CH2:20][CH:12]1[C:13]2[CH:18]=[C:17]([Cl:19])[CH:16]=[CH:15][C:14]=2[N:8]([CH2:4][C:5]([OH:7])=[O:6])[C:9](=[O:28])[CH2:10][CH2:11]1)([CH3:27])([CH3:25])[CH3:26].